This data is from NCI-60 drug combinations with 297,098 pairs across 59 cell lines. The task is: Regression. Given two drug SMILES strings and cell line genomic features, predict the synergy score measuring deviation from expected non-interaction effect. (1) Drug 1: CCC1(CC2CC(C3=C(CCN(C2)C1)C4=CC=CC=C4N3)(C5=C(C=C6C(=C5)C78CCN9C7C(C=CC9)(C(C(C8N6C)(C(=O)OC)O)OC(=O)C)CC)OC)C(=O)OC)O.OS(=O)(=O)O. Drug 2: CN1C2=C(C=C(C=C2)N(CCCl)CCCl)N=C1CCCC(=O)O.Cl. Cell line: OVCAR-8. Synergy scores: CSS=-2.79, Synergy_ZIP=1.65, Synergy_Bliss=1.39, Synergy_Loewe=0.533, Synergy_HSA=-1.28. (2) Drug 1: C1=CC(=CC=C1C#N)C(C2=CC=C(C=C2)C#N)N3C=NC=N3. Drug 2: CN1C(=O)N2C=NC(=C2N=N1)C(=O)N. Cell line: MDA-MB-231. Synergy scores: CSS=-7.03, Synergy_ZIP=7.10, Synergy_Bliss=8.67, Synergy_Loewe=-8.00, Synergy_HSA=-6.67. (3) Drug 1: COCCOC1=C(C=C2C(=C1)C(=NC=N2)NC3=CC=CC(=C3)C#C)OCCOC.Cl. Drug 2: N.N.Cl[Pt+2]Cl. Cell line: PC-3. Synergy scores: CSS=37.5, Synergy_ZIP=-6.14, Synergy_Bliss=0.669, Synergy_Loewe=3.66, Synergy_HSA=3.86. (4) Drug 1: C1=CC(=C2C(=C1NCCNCCO)C(=O)C3=C(C=CC(=C3C2=O)O)O)NCCNCCO. Drug 2: COC1=NC(=NC2=C1N=CN2C3C(C(C(O3)CO)O)O)N. Cell line: COLO 205. Synergy scores: CSS=48.2, Synergy_ZIP=10.2, Synergy_Bliss=13.2, Synergy_Loewe=-3.57, Synergy_HSA=10.9. (5) Drug 1: CC1=CC2C(CCC3(C2CCC3(C(=O)C)OC(=O)C)C)C4(C1=CC(=O)CC4)C. Drug 2: C1=C(C(=O)NC(=O)N1)F. Cell line: ACHN. Synergy scores: CSS=48.7, Synergy_ZIP=3.62, Synergy_Bliss=4.27, Synergy_Loewe=-6.72, Synergy_HSA=4.79. (6) Drug 1: CC1OCC2C(O1)C(C(C(O2)OC3C4COC(=O)C4C(C5=CC6=C(C=C35)OCO6)C7=CC(=C(C(=C7)OC)O)OC)O)O. Drug 2: C1=CC(=CC=C1CC(C(=O)O)N)N(CCCl)CCCl.Cl. Cell line: KM12. Synergy scores: CSS=32.1, Synergy_ZIP=2.66, Synergy_Bliss=0.277, Synergy_Loewe=2.33, Synergy_HSA=4.73. (7) Drug 1: CC1C(C(=O)NC(C(=O)N2CCCC2C(=O)N(CC(=O)N(C(C(=O)O1)C(C)C)C)C)C(C)C)NC(=O)C3=C4C(=C(C=C3)C)OC5=C(C(=O)C(=C(C5=N4)C(=O)NC6C(OC(=O)C(N(C(=O)CN(C(=O)C7CCCN7C(=O)C(NC6=O)C(C)C)C)C)C(C)C)C)N)C. Drug 2: CC1C(C(CC(O1)OC2CC(CC3=C2C(=C4C(=C3O)C(=O)C5=C(C4=O)C(=CC=C5)OC)O)(C(=O)CO)O)N)O.Cl. Cell line: NCI-H322M. Synergy scores: CSS=39.9, Synergy_ZIP=9.30, Synergy_Bliss=12.1, Synergy_Loewe=10.7, Synergy_HSA=11.9. (8) Drug 1: CC1=C(C(=CC=C1)Cl)NC(=O)C2=CN=C(S2)NC3=CC(=NC(=N3)C)N4CCN(CC4)CCO. Drug 2: CN(C(=O)NC(C=O)C(C(C(CO)O)O)O)N=O. Cell line: HOP-62. Synergy scores: CSS=8.28, Synergy_ZIP=7.37, Synergy_Bliss=16.8, Synergy_Loewe=7.04, Synergy_HSA=5.78. (9) Drug 1: CC1=C(C=C(C=C1)NC(=O)C2=CC=C(C=C2)CN3CCN(CC3)C)NC4=NC=CC(=N4)C5=CN=CC=C5. Drug 2: CC1=C(C(=CC=C1)Cl)NC(=O)C2=CN=C(S2)NC3=CC(=NC(=N3)C)N4CCN(CC4)CCO. Cell line: HS 578T. Synergy scores: CSS=30.5, Synergy_ZIP=8.32, Synergy_Bliss=14.6, Synergy_Loewe=-0.307, Synergy_HSA=11.6. (10) Drug 1: CC(CN1CC(=O)NC(=O)C1)N2CC(=O)NC(=O)C2. Drug 2: CC(C1=C(C=CC(=C1Cl)F)Cl)OC2=C(N=CC(=C2)C3=CN(N=C3)C4CCNCC4)N. Cell line: HT29. Synergy scores: CSS=39.9, Synergy_ZIP=-2.46, Synergy_Bliss=2.39, Synergy_Loewe=3.05, Synergy_HSA=3.24.